This data is from Catalyst prediction with 721,799 reactions and 888 catalyst types from USPTO. The task is: Predict which catalyst facilitates the given reaction. Reactant: [N+:1]([C:4]1[CH:5]=[C:6]2[C:11](=[CH:12][CH:13]=1)[N:10]=[CH:9][NH:8][C:7]2=O)([O-:3])=[O:2].P(Cl)(Cl)([Cl:17])=O. Product: [Cl:17][C:7]1[C:6]2[C:11](=[CH:12][CH:13]=[C:4]([N+:1]([O-:3])=[O:2])[CH:5]=2)[N:10]=[CH:9][N:8]=1. The catalyst class is: 81.